Dataset: Full USPTO retrosynthesis dataset with 1.9M reactions from patents (1976-2016). Task: Predict the reactants needed to synthesize the given product. (1) Given the product [C:15]12([C:13](=[O:14])[CH2:12][S:10][C:8]3[S:4][C:3]([N:2]([CH3:7])[CH3:1])=[N:5][N:6]=3)[CH2:22][CH:21]3[CH2:20][CH:19]([CH2:18][CH:17]([CH2:23]3)[CH2:16]1)[CH2:24]2, predict the reactants needed to synthesize it. The reactants are: [CH3:1][N:2]([CH3:7])[C:3]([NH:5][NH2:6])=[S:4].[C:8](=[S:10])=S.Br[CH2:12][C:13]([C:15]12[CH2:24][CH:19]3[CH2:20][CH:21]([CH2:23][CH:17]([CH2:18]3)[CH2:16]1)[CH2:22]2)=[O:14]. (2) Given the product [C:5]([O:9][C:10](=[O:32])[NH:11][C:12]([CH3:30])([CH3:31])[CH2:13][CH2:14][N:15]1[C:16]2[CH:21]=[CH:20][CH:19]=[CH:18][C:17]=2[C:22]([CH2:23][CH2:24][CH3:25])([CH2:26][CH2:27][CH3:28])[O:29][C:1]1=[O:2])([CH3:6])([CH3:7])[CH3:8], predict the reactants needed to synthesize it. The reactants are: [C:1](Cl)(Cl)=[O:2].[C:5]([O:9][C:10](=[O:32])[NH:11][C:12]([CH3:31])([CH3:30])[CH2:13][CH2:14][NH:15][C:16]1[CH:21]=[CH:20][CH:19]=[CH:18][C:17]=1[C:22]([OH:29])([CH2:26][CH2:27][CH3:28])[CH2:23][CH2:24][CH3:25])([CH3:8])([CH3:7])[CH3:6].C(N(CC)CC)C.N. (3) Given the product [Br:1][C:2]1[CH:3]=[N+:4]([O-:11])[CH:5]=[CH:6][C:7]=1[O:12][CH2:13][CH3:14], predict the reactants needed to synthesize it. The reactants are: [Br:1][C:2]1[CH:3]=[N+:4]([O-:11])[CH:5]=[CH:6][C:7]=1[N+]([O-])=O.[O-:12][CH2:13][CH3:14].[Na+]. (4) Given the product [F:1][C:2]1[CH:3]=[C:4]([C:15]23[CH2:20][CH2:19][C:18]([CH2:23][CH2:24][O:25][CH2:29][C:30]([O:32][C:33]([CH3:36])([CH3:35])[CH3:34])=[O:31])([CH2:21][CH2:22]2)[CH2:17][O:16]3)[CH:5]=[C:6]([O:8][CH:9]2[CH2:14][CH2:13][CH2:12][CH2:11][O:10]2)[CH:7]=1, predict the reactants needed to synthesize it. The reactants are: [F:1][C:2]1[CH:3]=[C:4]([C:15]23[CH2:22][CH2:21][C:18]([CH2:23][CH2:24][OH:25])([CH2:19][CH2:20]2)[CH2:17][O:16]3)[CH:5]=[C:6]([O:8][CH:9]2[CH2:14][CH2:13][CH2:12][CH2:11][O:10]2)[CH:7]=1.[OH-].[Na+].Br[CH2:29][C:30]([O:32][C:33]([CH3:36])([CH3:35])[CH3:34])=[O:31]. (5) Given the product [F:20][C:19]([F:22])([F:21])[C:35]([OH:36])=[O:38].[Cl:1][C:2]1[CH:3]=[C:4]([N:8]2[C:12]3[C:13]([C:19]([F:21])([F:22])[F:20])=[CH:14][C:15]([C:17]([NH2:18])=[O:36])=[CH:16][C:11]=3[N:10]([CH2:26][CH2:27][N:28]([CH2:31][CH3:32])[CH2:29][CH3:30])[C:9]2=[O:23])[CH:5]=[CH:6][CH:7]=1, predict the reactants needed to synthesize it. The reactants are: [Cl:1][C:2]1[CH:3]=[C:4]([N:8]2[C:12]3[C:13]([C:19]([F:22])([F:21])[F:20])=[CH:14][C:15]([C:17]#[N:18])=[CH:16][C:11]=3[NH:10][C:9]2=[O:23])[CH:5]=[CH:6][CH:7]=1.[H-].[Na+].[CH3:26][CH2:27][N:28]([CH2:31][CH2:32]Cl)[CH2:29][CH3:30].Cl.[C:35](=[O:38])(O)[O-:36].[Na+]. (6) Given the product [Cl:1][C:2]1[N:7]=[CH:6][C:5]([N:8]([CH3:9])[C:26](=[O:27])[C:25]([C:20]2[CH:19]=[C:18]([Cl:17])[CH:23]=[C:22]([Cl:24])[CH:21]=2)([CH3:30])[CH3:29])=[C:4]([C:10]2[CH:15]=[CH:14][CH:13]=[CH:12][C:11]=2[Cl:16])[CH:3]=1, predict the reactants needed to synthesize it. The reactants are: [Cl:1][C:2]1[N:7]=[CH:6][C:5]([NH:8][CH3:9])=[C:4]([C:10]2[CH:15]=[CH:14][CH:13]=[CH:12][C:11]=2[Cl:16])[CH:3]=1.[Cl:17][C:18]1[CH:19]=[C:20]([C:25]([CH3:30])([CH3:29])[C:26](Cl)=[O:27])[CH:21]=[C:22]([Cl:24])[CH:23]=1.C1(C)C=CC=CC=1.